This data is from Peptide-MHC class I binding affinity with 185,985 pairs from IEDB/IMGT. The task is: Regression. Given a peptide amino acid sequence and an MHC pseudo amino acid sequence, predict their binding affinity value. This is MHC class I binding data. The peptide sequence is YQAYAAPQL. The MHC is HLA-A02:01 with pseudo-sequence HLA-A02:01. The binding affinity (normalized) is 0.936.